Task: Predict which catalyst facilitates the given reaction.. Dataset: Catalyst prediction with 721,799 reactions and 888 catalyst types from USPTO (1) Reactant: [CH3:1][C@H:2]1[C@@H:6]([C:7]2[CH:12]=[CH:11][CH:10]=[CH:9][CH:8]=2)[O:5][C:4](=[O:13])[N:3]1[CH2:14][C:15]1[CH:20]=[C:19]([C:21]([F:24])([F:23])[F:22])[CH:18]=[CH:17][C:16]=1B1OC(C)(C)C(C)(C)O1.Br[C:35]1[CH:36]=[CH:37][C:38]([F:45])=[C:39]([CH2:41][C:42]([OH:44])=[O:43])[CH:40]=1.C(=O)([O-])[O-].[K+].[K+]. Product: [F:45][C:38]1[CH:37]=[CH:36][C:35]([C:16]2[CH:17]=[CH:18][C:19]([C:21]([F:23])([F:22])[F:24])=[CH:20][C:15]=2[CH2:14][N:3]2[C@@H:2]([CH3:1])[C@@H:6]([C:7]3[CH:12]=[CH:11][CH:10]=[CH:9][CH:8]=3)[O:5][C:4]2=[O:13])=[CH:40][C:39]=1[CH2:41][C:42]([OH:44])=[O:43]. The catalyst class is: 108. (2) Reactant: C([O:5][C:6]([CH2:8][N:9]1[C:13]2[CH:14]=[C:15]([Cl:18])[CH:16]=[CH:17][C:12]=2[N:11](C(OC(C)(C)C)=O)[C:10]1=[O:26])=[O:7])(C)(C)C.FC(F)(F)C(O)=O. Product: [Cl:18][C:15]1[CH:16]=[CH:17][C:12]2[NH:11][C:10](=[O:26])[N:9]([CH2:8][C:6]([OH:7])=[O:5])[C:13]=2[CH:14]=1. The catalyst class is: 4.